Dataset: Full USPTO retrosynthesis dataset with 1.9M reactions from patents (1976-2016). Task: Predict the reactants needed to synthesize the given product. (1) Given the product [OH:1][C@:2]12[CH2:26][C@@H:25]([OH:27])[CH2:24][CH2:23][C@:22]1([CH3:28])[C@@H:21]1[C@H:5]([C@H:6]3[C@:18]([CH3:29])([CH2:19][CH2:20]1)[C@@H:9]([C@H:10]([CH3:17])[CH2:11][CH2:12][CH2:13][CH:14]([CH3:16])[CH3:15])[CH2:8][CH2:7]3)[CH2:4][C@H:3]2[NH:30][CH2:31][CH2:32][C:33]1[N:34]=[CH:35][NH:36][CH:37]=1.[C:38]([O-:45])(=[O:44])[CH2:39][CH2:40][C:41]([O-:43])=[O:42], predict the reactants needed to synthesize it. The reactants are: [OH:1][C@:2]12[CH2:26][C@@H:25]([OH:27])[CH2:24][CH2:23][C@:22]1([CH3:28])[C@@H:21]1[C@H:5]([C@H:6]3[C@:18]([CH3:29])([CH2:19][CH2:20]1)[C@@H:9]([C@H:10]([CH3:17])[CH2:11][CH2:12][CH2:13][CH:14]([CH3:16])[CH3:15])[CH2:8][CH2:7]3)[CH2:4][C@H:3]2[NH:30][CH2:31][CH2:32][C:33]1[N:34]=[CH:35][NH:36][CH:37]=1.[C:38]([OH:45])(=[O:44])[CH2:39][CH2:40][C:41]([OH:43])=[O:42].O. (2) Given the product [N:16]1[C:25]2[C:20](=[CH:21][CH:22]=[CH:23][CH:24]=2)[C:19]([CH2:26][NH:6][C@@H:5]([CH3:7])[C:4]([O:3][CH2:1][CH3:2])=[O:8])=[CH:18][CH:17]=1, predict the reactants needed to synthesize it. The reactants are: [CH2:1]([O:3][C:4](=[O:8])[C@H:5]([CH3:7])[NH2:6])[CH3:2].C(N(CC)CC)C.[N:16]1[C:25]2[C:20](=[CH:21][CH:22]=[CH:23][CH:24]=2)[C:19]([CH:26]=O)=[CH:18][CH:17]=1.